Regression. Given a peptide amino acid sequence and an MHC pseudo amino acid sequence, predict their binding affinity value. This is MHC class I binding data. From a dataset of Peptide-MHC class I binding affinity with 185,985 pairs from IEDB/IMGT. (1) The peptide sequence is ALDISFTGA. The MHC is HLA-A24:03 with pseudo-sequence HLA-A24:03. The binding affinity (normalized) is 0.259. (2) The peptide sequence is FTILALFLAH. The MHC is HLA-A26:01 with pseudo-sequence HLA-A26:01. The binding affinity (normalized) is 0.0806. (3) The peptide sequence is SSLQSKHRK. The MHC is Patr-A0301 with pseudo-sequence Patr-A0301. The binding affinity (normalized) is 0.917. (4) The peptide sequence is SMTIREFPR. The MHC is HLA-A31:01 with pseudo-sequence HLA-A31:01. The binding affinity (normalized) is 1.00.